From a dataset of Reaction yield outcomes from USPTO patents with 853,638 reactions. Predict the reaction yield, written as a fraction of the theoretical maximum amount of product (1.0 means a 100% yield; for example, 0.34 means a 34% yield). (1) The reactants are [CH:1]([N:14]1[C:22]2[C:17](=[CH:18][CH:19]=[C:20]([Cl:23])[CH:21]=2)[CH:16]=[C:15]1[CH:24]=O)([C:8]1[CH:13]=[CH:12][CH:11]=[CH:10][CH:9]=1)[C:2]1[CH:7]=[CH:6][CH:5]=[CH:4][CH:3]=1.[N+:26]([CH3:29])([O-:28])=[O:27]. The catalyst is CCOC(C)=O. The product is [CH:1]([N:14]1[C:22]2[C:17](=[CH:18][CH:19]=[C:20]([Cl:23])[CH:21]=2)[CH:16]=[C:15]1[CH:24]=[CH:29][N+:26]([O-:28])=[O:27])([C:8]1[CH:13]=[CH:12][CH:11]=[CH:10][CH:9]=1)[C:2]1[CH:7]=[CH:6][CH:5]=[CH:4][CH:3]=1. The yield is 0.480. (2) The reactants are F[C:2]1[CH:7]=[CH:6][C:5]([S:8]([NH2:11])(=[O:10])=[O:9])=[CH:4][C:3]=1[S:12]([C:15]([F:18])([F:17])[F:16])(=[O:14])=[O:13].CC[N:21]([CH:25]([CH3:27])[CH3:26])C(C)C.[C:28]([O:31][CH2:32]C)(=[O:30])C. The catalyst is CN(C=O)C. The product is [C:5]1([S:8][CH2:27][C@H:25]([NH:21][C:2]2[CH:7]=[CH:6][C:5]([S:8](=[O:10])(=[O:9])[NH2:11])=[CH:4][C:3]=2[S:12]([C:15]([F:18])([F:17])[F:16])(=[O:14])=[O:13])[CH2:26][C:28]([O:31][CH3:32])=[O:30])[CH:6]=[CH:7][CH:2]=[CH:3][CH:4]=1. The yield is 0.560. (3) The reactants are [OH:1][C@H:2]([C:22]1[CH:27]=[CH:26][CH:25]=[CH:24][CH:23]=1)[C@@H:3]([CH2:18][CH2:19][C:20]#[CH:21])[C:4](N1[C@@H](C2C=CC=CC=2)COC1=O)=[O:5].[O:28]1CCCC1.OO.[OH-].[Li+]. The catalyst is O. The product is [OH:1][C@H:2]([C:22]1[CH:27]=[CH:26][CH:25]=[CH:24][CH:23]=1)[C@@H:3]([CH2:18][CH2:19][C:20]#[CH:21])[C:4]([OH:5])=[O:28]. The yield is 0.820.